From a dataset of Reaction yield outcomes from USPTO patents with 853,638 reactions. Predict the reaction yield, written as a fraction of the theoretical maximum amount of product (1.0 means a 100% yield; for example, 0.34 means a 34% yield). (1) The reactants are [OH:1][C:2]1[CH:7]=[CH:6][CH:5]=[CH:4][C:3]=1[S:8][CH3:9].F[C:11]1[CH:16]=[CH:15][CH:14]=[CH:13][C:12]=1[N+:17]([O-:19])=[O:18].[CH3:20][S:21][C:22]1[CH:35]=[CH:34][CH:33]=[CH:32][C:23]=1[O:24][C:25]1[CH:31]=[CH:30][CH:29]=[CH:28][C:26]=1[NH2:27].[NH2:36][C:37]1[S:38][CH:39]=[CH:40][N:41]=1. The yield is 0.680. No catalyst specified. The product is [CH3:9][S:8][C:3]1[CH:4]=[CH:5][CH:6]=[CH:7][C:2]=1[O:1][C:11]1[CH:16]=[CH:15][CH:14]=[CH:13][C:12]=1[N+:17]([O-:19])=[O:18].[CH3:20][S:21][C:22]1[CH:35]=[CH:34][CH:33]=[CH:32][C:23]=1[O:24][C:25]1[CH:31]=[CH:30][CH:29]=[CH:28][C:26]=1[NH:27][C:2]([NH:36][C:37]1[S:38][CH:39]=[CH:40][N:41]=1)=[O:1]. (2) The reactants are [Br:1][C:2]1[CH:10]=[C:9]2[C:5]([CH2:6][C:7]3([CH2:26][N:25]([C:27]([O:29][C:30]([CH3:33])([CH3:32])[CH3:31])=[O:28])[CH2:24]3)[C:8]2([NH:14][S:15]([CH2:18][CH2:19][Si:20]([CH3:23])([CH3:22])[CH3:21])(=[O:17])=[O:16])[C:11]([OH:13])=[O:12])=[CH:4][CH:3]=1.[Si](C=[N+]=[N-])(C)(C)[CH3:35]. The catalyst is C(Cl)Cl.CO. The product is [Br:1][C:2]1[CH:10]=[C:9]2[C:5]([CH2:6][C:7]3([CH2:24][N:25]([C:27]([O:29][C:30]([CH3:33])([CH3:32])[CH3:31])=[O:28])[CH2:26]3)[C:8]2([NH:14][S:15]([CH2:18][CH2:19][Si:20]([CH3:23])([CH3:21])[CH3:22])(=[O:17])=[O:16])[C:11]([O:13][CH3:35])=[O:12])=[CH:4][CH:3]=1. The yield is 0.720. (3) The reactants are [CH3:1][C:2]1[CH:7]=[CH:6][C:5]([S:8]([O:11][CH2:12][CH:13]2[CH2:17][C:16]3[CH:18]=[C:19]([C:23]#[N:24])[CH:20]=[C:21](Br)[C:15]=3[O:14]2)(=[O:10])=[O:9])=[CH:4][CH:3]=1.[CH3:25][C:26]1[CH:31]=[CH:30][CH:29]=[CH:28][C:27]=1B(O)O.C(C1C=CC=CC=1B1OC(C)(C)C(C)(C)O1)(C)C. No catalyst specified. The product is [CH3:1][C:2]1[CH:7]=[CH:6][C:5]([S:8]([O:11][CH2:12][CH:13]2[CH2:17][C:16]3[CH:18]=[C:19]([C:23]#[N:24])[CH:20]=[C:21]([C:27]4[CH:28]=[CH:29][CH:30]=[CH:31][C:26]=4[CH3:25])[C:15]=3[O:14]2)(=[O:10])=[O:9])=[CH:4][CH:3]=1. The yield is 0.990. (4) The reactants are [Br:1][C:2]1[C:3](N)=[N:4][C:5]([CH3:9])=[C:6]([Br:8])[CH:7]=1.C(ON=O)(C)(C)C. The catalyst is C1COCC1. The product is [Br:8][C:6]1[C:5]([CH3:9])=[N:4][CH:3]=[C:2]([Br:1])[CH:7]=1. The yield is 0.420. (5) The reactants are [NH:1]1[C:9]2[C:4](=[CH:5][CH:6]=[CH:7][N:8]=2)[CH:3]=[N:2]1.Br[CH2:11][C:12]([O:14][CH2:15][CH3:16])=[O:13].C([O-])([O-])=O.[K+].[K+]. The catalyst is CN(C=O)C.C(OCC)(=O)C. The product is [CH2:15]([O:14][C:12](=[O:13])[CH2:11][N:1]1[C:9]2=[N:8][CH:7]=[CH:6][CH:5]=[C:4]2[CH:3]=[N:2]1)[CH3:16]. The yield is 0.490. (6) The reactants are [NH2:1][C:2]1[CH:10]=[CH:9][C:8]([N+:11]([O-:13])=[O:12])=[CH:7][C:3]=1[C:4]([OH:6])=O.[NH2:14][CH2:15][CH:16]1[CH2:18][CH2:17]1.CCN(C(C)C)C(C)C.C(P1(=O)OP(CCC)(=O)OP(CCC)(=O)O1)CC. The catalyst is CN(C=O)C.O. The product is [NH2:1][C:2]1[CH:10]=[CH:9][C:8]([N+:11]([O-:13])=[O:12])=[CH:7][C:3]=1[C:4]([NH:14][CH2:15][CH:16]1[CH2:18][CH2:17]1)=[O:6]. The yield is 0.860.